Predict which catalyst facilitates the given reaction. From a dataset of Catalyst prediction with 721,799 reactions and 888 catalyst types from USPTO. (1) The catalyst class is: 1. Reactant: [CH:1]1([C:4]2[CH:5]=[C:6]([C@@H:16]([CH2:33][CH:34]3[CH2:39][CH2:38][O:37][CH2:36][CH2:35]3)[C:17]([NH:19][C:20]3[CH:25]=[N:24][C:23]([CH:26]4[CH2:30][O:29]C(C)(C)[O:27]4)=[CH:22][N:21]=3)=[O:18])[CH:7]=[CH:8][C:9]=2[S:10]([CH:13]2[CH2:15][CH2:14]2)(=[O:12])=[O:11])[CH2:3][CH2:2]1.Cl. Product: [CH:1]1([C:4]2[CH:5]=[C:6]([C@@H:16]([CH2:33][CH:34]3[CH2:39][CH2:38][O:37][CH2:36][CH2:35]3)[C:17]([NH:19][C:20]3[CH:25]=[N:24][C:23]([CH:26]([OH:27])[CH2:30][OH:29])=[CH:22][N:21]=3)=[O:18])[CH:7]=[CH:8][C:9]=2[S:10]([CH:13]2[CH2:14][CH2:15]2)(=[O:12])=[O:11])[CH2:3][CH2:2]1. (2) Reactant: CN(C)/[CH:3]=[CH:4]/[C:5]1[C:10]([C:11]#[N:12])=[C:9]([NH:13][C:14]2[CH:19]=[CH:18][CH:17]=[C:16]([CH3:20])[CH:15]=2)[N:8]=[C:7]([S:21][CH3:22])[N:6]=1.[BrH:24]. Product: [Br:24][C:11]1[C:10]2[C:9]([NH:13][C:14]3[CH:19]=[CH:18][CH:17]=[C:16]([CH3:20])[CH:15]=3)=[N:8][C:7]([S:21][CH3:22])=[N:6][C:5]=2[CH:4]=[CH:3][N:12]=1.[BrH:24]. The catalyst class is: 15. (3) The catalyst class is: 3. Product: [C:28]1([CH:34]([CH3:38])[C:35]([O:1][C:2]2[C:11]3[C:6](=[N:7][CH:8]=[CH:9][CH:10]=3)[N:5]([C:12]3[CH:17]=[CH:16][CH:15]=[C:14]([O:18][C:19]([F:22])([F:20])[F:21])[CH:13]=3)[C:4](=[O:23])[CH:3]=2)=[O:36])[CH:33]=[CH:32][CH:31]=[CH:30][CH:29]=1. Reactant: [OH:1][C:2]1[C:11]2[C:6](=[N:7][CH:8]=[CH:9][CH:10]=2)[N:5]([C:12]2[CH:17]=[CH:16][CH:15]=[C:14]([O:18][C:19]([F:22])([F:21])[F:20])[CH:13]=2)[C:4](=[O:23])[CH:3]=1.[H-].[Na+].[H][H].[C:28]1([CH:34]([CH3:38])[C:35](Cl)=[O:36])[CH:33]=[CH:32][CH:31]=[CH:30][CH:29]=1.C(=O)([O-])O.[Na+]. (4) Reactant: [CH2:1]([Sn:5]([CH2:18][CH2:19][CH2:20][CH3:21])([CH2:14][CH2:15][CH2:16][CH3:17])[C:6]#[C:7][C:8]1[CH:13]=[CH:12][CH:11]=[CH:10][CH:9]=1)[CH2:2][CH2:3][CH3:4].[F:22][C:23]([F:39])([F:38])[C:24]1[CH:25]=[C:26]([CH:31]=[C:32]([C:34]([F:37])([F:36])[F:35])[CH:33]=1)[CH2:27][N:28]=[N+:29]=[N-:30]. Product: [F:22][C:23]([F:38])([F:39])[C:24]1[CH:25]=[C:26]([CH:31]=[C:32]([C:34]([F:37])([F:35])[F:36])[CH:33]=1)[CH2:27][N:28]1[C:7]([C:8]2[CH:9]=[CH:10][CH:11]=[CH:12][CH:13]=2)=[C:6]([Sn:5]([CH2:1][CH2:2][CH2:3][CH3:4])([CH2:14][CH2:15][CH2:16][CH3:17])[CH2:18][CH2:19][CH2:20][CH3:21])[N:30]=[N:29]1. The catalyst class is: 11. (5) Reactant: [CH3:1][O:2][C:3]1[CH:12]=[C:11]2[C:6]([C:7]([CH2:24][C:25]3[CH:30]=[CH:29][C:28]([O:31][C:32](=[O:37])[C:33]([CH3:36])([CH3:35])[CH3:34])=[CH:27][CH:26]=3)=[C:8]([C:14]3[CH:19]=[CH:18][C:17]([C:20]([F:23])([F:22])[F:21])=[CH:16][CH:15]=3)[C:9](=[O:13])[O:10]2)=[CH:5][CH:4]=1.[Br:38]Br.O. Product: [Br:38][C:4]1[CH:5]=[C:6]2[C:11](=[CH:12][C:3]=1[O:2][CH3:1])[O:10][C:9](=[O:13])[C:8]([C:14]1[CH:15]=[CH:16][C:17]([C:20]([F:22])([F:23])[F:21])=[CH:18][CH:19]=1)=[C:7]2[CH2:24][C:25]1[CH:26]=[CH:27][C:28]([O:31][C:32](=[O:37])[C:33]([CH3:34])([CH3:36])[CH3:35])=[CH:29][CH:30]=1. The catalyst class is: 52. (6) Reactant: [Cl:1][C:2]1[CH:3]=[C:4]([CH:18]=[C:19]([Cl:21])[CH:20]=1)[C:5]([NH:7][C:8]1[CH:13]=[CH:12][C:11](F)=[C:10]([N+:15]([O-:17])=[O:16])[CH:9]=1)=[O:6].[OH-].[K+].[C:24]([NH:31][C:32]1[CH:37]=[CH:36][C:35]([OH:38])=[CH:34][CH:33]=1)([O:26][C:27]([CH3:30])([CH3:29])[CH3:28])=[O:25].O. Product: [C:27]([O:26][C:24](=[O:25])[NH:31][C:32]1[CH:33]=[CH:34][C:35]([O:38][C:11]2[CH:12]=[CH:13][C:8]([NH:7][C:5](=[O:6])[C:4]3[CH:3]=[C:2]([Cl:1])[CH:20]=[C:19]([Cl:21])[CH:18]=3)=[CH:9][C:10]=2[N+:15]([O-:17])=[O:16])=[CH:36][CH:37]=1)([CH3:30])([CH3:28])[CH3:29]. The catalyst class is: 16. (7) Reactant: [H-].[Al+3].[Li+].[H-].[H-].[H-].[CH2:7]([N:10]1[CH2:15][CH:14]2[CH:12]([C:13]2([C:17]2[CH:22]=[CH:21][CH:20]=[C:19]([NH2:23])[CH:18]=2)[CH3:16])[C:11]1=O)[CH:8]=[CH2:9]. Product: [CH2:7]([N:10]1[CH2:11][CH:12]2[CH:14]([C:13]2([C:17]2[CH:18]=[C:19]([CH:20]=[CH:21][CH:22]=2)[NH2:23])[CH3:16])[CH2:15]1)[CH:8]=[CH2:9]. The catalyst class is: 7.